This data is from Reaction yield outcomes from USPTO patents with 853,638 reactions. The task is: Predict the reaction yield, written as a fraction of the theoretical maximum amount of product (1.0 means a 100% yield; for example, 0.34 means a 34% yield). (1) The reactants are [O-]CC.[Na+].[OH:5][C:6](=[CH:10][C:11]1[CH:16]=[CH:15][CH:14]=[C:13]([N+:17]([O-:19])=[O:18])[CH:12]=1)[C:7]([OH:9])=[O:8].[BH4-].[Na+].O. The catalyst is CO.CCCCCCC.C(OCC)(=O)C. The product is [OH:5][CH:6]([CH2:10][C:11]1[CH:16]=[CH:15][CH:14]=[C:13]([N+:17]([O-:19])=[O:18])[CH:12]=1)[C:7]([OH:9])=[O:8]. The yield is 0.570. (2) The reactants are [CH:1]1([NH:4][C:5](=[O:44])[NH:6][C:7]2[CH:42]=[CH:41][C:10]([O:11][C:12]3[CH:17]=[CH:16][N:15]=[C:14]4[CH:18]=[C:19]([C:21]5[N:26]=[CH:25][C:24]([CH2:27][CH2:28][N:29]([CH2:37][CH2:38][O:39][CH3:40])C(=O)OC(C)(C)C)=[CH:23][CH:22]=5)[S:20][C:13]=34)=[C:9]([F:43])[CH:8]=2)[CH2:3][CH2:2]1.C(O)(C(F)(F)F)=O. The catalyst is C(Cl)Cl. The product is [CH:1]1([NH:4][C:5]([NH:6][C:7]2[CH:42]=[CH:41][C:10]([O:11][C:12]3[CH:17]=[CH:16][N:15]=[C:14]4[CH:18]=[C:19]([C:21]5[CH:22]=[CH:23][C:24]([CH2:27][CH2:28][NH:29][CH2:37][CH2:38][O:39][CH3:40])=[CH:25][N:26]=5)[S:20][C:13]=34)=[C:9]([F:43])[CH:8]=2)=[O:44])[CH2:3][CH2:2]1. The yield is 0.480. (3) The reactants are [NH2:1][C:2]1[CH:7]=[N:6][C:5]([CH3:8])=[CH:4][N:3]=1.Br[CH2:10][C:11](=O)[C:12]([O:14][CH2:15][CH3:16])=[O:13]. The catalyst is COCCOC.CCO. The product is [CH3:8][C:5]1[N:6]=[CH:7][C:2]2[N:3]([CH:10]=[C:11]([C:12]([O:14][CH2:15][CH3:16])=[O:13])[N:1]=2)[CH:4]=1. The yield is 0.480. (4) The reactants are C(OC(=O)[NH:7][C:8]1[CH:13]=[CH:12][CH:11]=[C:10]([C:14]2[CH:19]=[CH:18][C:17]([CH2:20][NH:21][S:22]([CH3:25])(=[O:24])=[O:23])=[CH:16][CH:15]=2)[N:9]=1)(C)(C)C. The catalyst is Cl.CO. The product is [NH2:7][C:8]1[N:9]=[C:10]([C:14]2[CH:15]=[CH:16][C:17]([CH2:20][NH:21][S:22]([CH3:25])(=[O:24])=[O:23])=[CH:18][CH:19]=2)[CH:11]=[CH:12][CH:13]=1. The yield is 0.800. (5) The reactants are Br[C:2]1[CH:3]=[C:4]([CH:23]=[CH:24][CH:25]=1)[CH2:5][O:6][C:7]1[CH:12]=[CH:11][C:10]([C:13]2([CH2:17][C:18]([O:20][CH2:21][CH3:22])=[O:19])[CH2:16][O:15][CH2:14]2)=[CH:9][CH:8]=1.[OH:26][C:27]1[N:32]=[CH:31][C:30](B(O)O)=[CH:29][CH:28]=1.C(=O)([O-])[O-].[K+].[K+]. The catalyst is O1CCOCC1.O. The product is [OH:26][C:27]1[N:32]=[CH:31][C:30]([C:2]2[CH:3]=[C:4]([CH:23]=[CH:24][CH:25]=2)[CH2:5][O:6][C:7]2[CH:8]=[CH:9][C:10]([C:13]3([CH2:17][C:18]([O:20][CH2:21][CH3:22])=[O:19])[CH2:14][O:15][CH2:16]3)=[CH:11][CH:12]=2)=[CH:29][CH:28]=1. The yield is 0.880. (6) The reactants are [CH3:1][C:2]1[C:7]([CH2:8][C:9]([O:11][CH3:12])=[O:10])=[C:6]([C:13]2[CH:18]=[CH:17][C:16]([CH3:19])=[CH:15][CH:14]=2)[N:5]=[C:4]([N:20]2[CH2:25][CH2:24][CH2:23][CH2:22][CH2:21]2)[N:3]=1.C[Si]([N-][Si](C)(C)C)(C)C.[K+].C1COCC1.I[CH2:42][C:43]([CH3:46])([CH3:45])[CH3:44]. The catalyst is CN(P(N(C)C)(N(C)C)=O)C.CN(C=O)C. The product is [CH3:42][C:43]([CH3:46])([CH3:45])[CH2:44][CH:8]([C:7]1[C:2]([CH3:1])=[N:3][C:4]([N:20]2[CH2:21][CH2:22][CH2:23][CH2:24][CH2:25]2)=[N:5][C:6]=1[C:13]1[CH:18]=[CH:17][C:16]([CH3:19])=[CH:15][CH:14]=1)[C:9]([O:11][CH3:12])=[O:10]. The yield is 0.0900. (7) The reactants are [F:1][C:2]1([F:18])[CH2:6][N:5](C(OC(C)(C)C)=O)[C@H:4]([C:14](=[O:17])[NH:15][CH3:16])[CH2:3]1.[ClH:19]. The catalyst is CCOC(C)=O. The product is [ClH:19].[F:18][C:2]1([F:1])[CH2:6][NH:5][C@H:4]([C:14](=[O:17])[NH:15][CH3:16])[CH2:3]1. The yield is 0.750.